Regression. Given two drug SMILES strings and cell line genomic features, predict the synergy score measuring deviation from expected non-interaction effect. From a dataset of NCI-60 drug combinations with 297,098 pairs across 59 cell lines. (1) Drug 1: CN(C)C1=NC(=NC(=N1)N(C)C)N(C)C. Drug 2: CCN(CC)CCCC(C)NC1=C2C=C(C=CC2=NC3=C1C=CC(=C3)Cl)OC. Cell line: OVCAR-4. Synergy scores: CSS=5.94, Synergy_ZIP=0.797, Synergy_Bliss=9.46, Synergy_Loewe=-11.1, Synergy_HSA=6.27. (2) Drug 1: CCCS(=O)(=O)NC1=C(C(=C(C=C1)F)C(=O)C2=CNC3=C2C=C(C=N3)C4=CC=C(C=C4)Cl)F. Drug 2: C(CN)CNCCSP(=O)(O)O. Cell line: U251. Synergy scores: CSS=-0.642, Synergy_ZIP=-0.213, Synergy_Bliss=-1.02, Synergy_Loewe=-6.91, Synergy_HSA=-3.43. (3) Drug 1: CC1=C(C=C(C=C1)NC(=O)C2=CC=C(C=C2)CN3CCN(CC3)C)NC4=NC=CC(=N4)C5=CN=CC=C5. Drug 2: CC(C)NC(=O)C1=CC=C(C=C1)CNNC.Cl. Cell line: MDA-MB-231. Synergy scores: CSS=4.80, Synergy_ZIP=-2.57, Synergy_Bliss=-1.27, Synergy_Loewe=0.0344, Synergy_HSA=0.640. (4) Drug 1: CN(C)C1=NC(=NC(=N1)N(C)C)N(C)C. Drug 2: CC12CCC3C(C1CCC2OP(=O)(O)O)CCC4=C3C=CC(=C4)OC(=O)N(CCCl)CCCl.[Na+]. Cell line: 786-0. Synergy scores: CSS=-4.51, Synergy_ZIP=0.473, Synergy_Bliss=-3.35, Synergy_Loewe=-6.98, Synergy_HSA=-6.18. (5) Drug 1: CC1=C(C=C(C=C1)C(=O)NC2=CC(=CC(=C2)C(F)(F)F)N3C=C(N=C3)C)NC4=NC=CC(=N4)C5=CN=CC=C5. Drug 2: CS(=O)(=O)CCNCC1=CC=C(O1)C2=CC3=C(C=C2)N=CN=C3NC4=CC(=C(C=C4)OCC5=CC(=CC=C5)F)Cl. Cell line: ACHN. Synergy scores: CSS=13.5, Synergy_ZIP=-5.49, Synergy_Bliss=2.90, Synergy_Loewe=-5.15, Synergy_HSA=-2.45. (6) Drug 1: CC(C)(C1=NC(=CC=C1)N2C3=NC(=NC=C3C(=O)N2CC=C)NC4=CC=C(C=C4)N5CCN(CC5)C)O. Drug 2: C1CC(C1)(C2=CC=C(C=C2)C3=C(C=C4C(=N3)C=CN5C4=NNC5=O)C6=CC=CC=C6)N. Cell line: UACC62. Synergy scores: CSS=39.0, Synergy_ZIP=0.800, Synergy_Bliss=2.64, Synergy_Loewe=5.31, Synergy_HSA=7.93. (7) Drug 1: C1CCN(CC1)CCOC2=CC=C(C=C2)C(=O)C3=C(SC4=C3C=CC(=C4)O)C5=CC=C(C=C5)O. Drug 2: CCC(=C(C1=CC=CC=C1)C2=CC=C(C=C2)OCCN(C)C)C3=CC=CC=C3.C(C(=O)O)C(CC(=O)O)(C(=O)O)O. Cell line: HOP-92. Synergy scores: CSS=-1.82, Synergy_ZIP=-1.68, Synergy_Bliss=-3.64, Synergy_Loewe=-5.44, Synergy_HSA=-5.25. (8) Drug 1: CN(C(=O)NC(C=O)C(C(C(CO)O)O)O)N=O. Drug 2: C1C(C(OC1N2C=NC(=NC2=O)N)CO)O. Cell line: LOX IMVI. Synergy scores: CSS=1.41, Synergy_ZIP=3.32, Synergy_Bliss=9.49, Synergy_Loewe=-4.28, Synergy_HSA=-0.663. (9) Drug 1: CC1=C(N=C(N=C1N)C(CC(=O)N)NCC(C(=O)N)N)C(=O)NC(C(C2=CN=CN2)OC3C(C(C(C(O3)CO)O)O)OC4C(C(C(C(O4)CO)O)OC(=O)N)O)C(=O)NC(C)C(C(C)C(=O)NC(C(C)O)C(=O)NCCC5=NC(=CS5)C6=NC(=CS6)C(=O)NCCC[S+](C)C)O. Drug 2: CN1C2=C(C=C(C=C2)N(CCCl)CCCl)N=C1CCCC(=O)O.Cl. Cell line: KM12. Synergy scores: CSS=22.1, Synergy_ZIP=-7.64, Synergy_Bliss=-3.25, Synergy_Loewe=-48.6, Synergy_HSA=-4.44. (10) Drug 1: CCC1(CC2CC(C3=C(CCN(C2)C1)C4=CC=CC=C4N3)(C5=C(C=C6C(=C5)C78CCN9C7C(C=CC9)(C(C(C8N6C=O)(C(=O)OC)O)OC(=O)C)CC)OC)C(=O)OC)O.OS(=O)(=O)O. Cell line: OVCAR-8. Drug 2: C1CC(C1)(C(=O)O)C(=O)O.[NH2-].[NH2-].[Pt+2]. Synergy scores: CSS=3.75, Synergy_ZIP=-0.747, Synergy_Bliss=2.48, Synergy_Loewe=0.321, Synergy_HSA=1.42.